From a dataset of Forward reaction prediction with 1.9M reactions from USPTO patents (1976-2016). Predict the product of the given reaction. Given the reactants [C:1]([C:4]1[CH:31]=[CH:30][C:7]([O:8][CH2:9][C:10]2[CH:11]=[N:12][N:13]([CH:17]3[CH2:22][CH2:21][N:20](C(OCCCC)=O)[CH2:19][CH2:18]3)[C:14]=2[C:15]#[N:16])=[C:6]([F:32])[CH:5]=1)(=[O:3])[NH2:2].FC(F)(F)C(O)=O, predict the reaction product. The product is: [C:15]([C:14]1[N:13]([CH:17]2[CH2:22][CH2:21][NH:20][CH2:19][CH2:18]2)[N:12]=[CH:11][C:10]=1[CH2:9][O:8][C:7]1[CH:30]=[CH:31][C:4]([C:1]([NH2:2])=[O:3])=[CH:5][C:6]=1[F:32])#[N:16].